Dataset: Retrosynthesis with 50K atom-mapped reactions and 10 reaction types from USPTO. Task: Predict the reactants needed to synthesize the given product. (1) The reactants are: CC1CC(Oc2cccc(NC(=O)c3ccc(F)cc3Cl)c2)CCN1C(=O)OC(C)(C)C. Given the product CC1CC(Oc2cccc(NC(=O)c3ccc(F)cc3Cl)c2)CCN1, predict the reactants needed to synthesize it. (2) Given the product N#Cc1cccc(-c2csc(N3CCNCC3)n2)c1, predict the reactants needed to synthesize it. The reactants are: CC(C)(C)OC(=O)N1CCN(c2nc(-c3cccc(C#N)c3)cs2)CC1.